This data is from Retrosynthesis with 50K atom-mapped reactions and 10 reaction types from USPTO. The task is: Predict the reactants needed to synthesize the given product. (1) Given the product CON1CCC(Br)C1=O, predict the reactants needed to synthesize it. The reactants are: CONC(=O)C(Br)CCBr. (2) The reactants are: CC(C)(C)OC(=O)N1CCNCC1.N#Cc1cc([N+](=O)[O-])ccc1F. Given the product CC(C)(C)OC(=O)N1CCN(c2ccc([N+](=O)[O-])cc2C#N)CC1, predict the reactants needed to synthesize it.